Dataset: Full USPTO retrosynthesis dataset with 1.9M reactions from patents (1976-2016). Task: Predict the reactants needed to synthesize the given product. Given the product [Cl:38][C:37]1[C:7](=[O:11])[C:6]([NH:12][C:13]2[C:22]3[C:17](=[CH:18][C:19]([O:25][CH2:26][CH2:27][O:28][CH3:29])=[C:20]([O:23][CH3:24])[CH:21]=3)[N:16]=[CH:15][N:14]=2)=[CH:5][C:3](=[O:4])[C:2]=1[O:35][CH:32]([CH2:33][F:34])[CH2:31][F:30], predict the reactants needed to synthesize it. The reactants are: Cl[C:2]1[C:3]([CH:5]=[C:6]([NH:12][C:13]2[C:22]3[C:17](=[CH:18][C:19]([O:25][CH2:26][CH2:27][O:28][CH3:29])=[C:20]([O:23][CH3:24])[CH:21]=3)[N:16]=[CH:15][N:14]=2)[C:7](=[O:11])C=1OC)=[O:4].[F:30][CH2:31][CH:32]([OH:35])[CH2:33][F:34].Cl[CH2:37][Cl:38].